From a dataset of Catalyst prediction with 721,799 reactions and 888 catalyst types from USPTO. Predict which catalyst facilitates the given reaction. Reactant: [OH:1][CH2:2][CH2:3][CH2:4][C:5]1[CH:6]=[C:7]([CH:15]=[CH:16][CH:17]=1)[O:8][CH2:9][C:10]([O:12][CH2:13][CH3:14])=[O:11].[CH3:18][S:19](Cl)(=[O:21])=[O:20].O. Product: [CH3:18][S:19]([O:1][CH2:2][CH2:3][CH2:4][C:5]1[CH:6]=[C:7]([CH:15]=[CH:16][CH:17]=1)[O:8][CH2:9][C:10]([O:12][CH2:13][CH3:14])=[O:11])(=[O:21])=[O:20]. The catalyst class is: 2.